Predict the reaction yield, written as a fraction of the theoretical maximum amount of product (1.0 means a 100% yield; for example, 0.34 means a 34% yield). From a dataset of Reaction yield outcomes from USPTO patents with 853,638 reactions. (1) The product is [F:33][C:26]1[C:27]([OH:32])=[CH:28][CH:29]=[C:30]([F:31])[C:25]=1[NH:24][C:5](=[O:7])[C:4]1[CH:8]=[C:9]([C:11]2[CH:16]=[CH:15][CH:14]=[C:13]([F:17])[CH:12]=2)[CH:10]=[C:2]([F:1])[CH:3]=1. The yield is 0.520. The reactants are [F:1][C:2]1[CH:3]=[C:4]([CH:8]=[C:9]([C:11]2[CH:16]=[CH:15][CH:14]=[C:13]([F:17])[CH:12]=2)[CH:10]=1)[C:5]([OH:7])=O.C(Cl)(=O)C(Cl)=O.[NH2:24][C:25]1[C:26]([F:33])=[C:27]([OH:32])[CH:28]=[CH:29][C:30]=1[F:31].C([O-])(O)=O.[Na+]. The catalyst is C(Cl)Cl.CN(C=O)C.C1COCC1. (2) The reactants are [OH:1][C@H:2]1[CH2:10][C:9]2[C:4](=[CH:5][CH:6]=[CH:7][CH:8]=2)[C@H:3]1[NH:11][C:12](=[O:18])[O:13][C:14]([CH3:17])([CH3:16])[CH3:15].[O-2].[Ba+2].[OH-].[Ba+2].[OH-].I[CH3:25]. The catalyst is CN(C=O)C. The product is [CH3:25][O:1][C@H:2]1[CH2:10][C:9]2[C:4](=[CH:5][CH:6]=[CH:7][CH:8]=2)[C@H:3]1[NH:11][C:12](=[O:18])[O:13][C:14]([CH3:15])([CH3:17])[CH3:16]. The yield is 0.250. (3) The reactants are N([O-])=O.[Na+].N[C:6]1[C:11]([F:12])=[CH:10][C:9]([N:13]([C:18]2[C:37]([CH:38]3[CH2:40][CH2:39]3)=[CH:36][C:21]3[C:22]([C:32]([NH:34][CH3:35])=[O:33])=[C:23]([C:25]4[CH:30]=[CH:29][C:28]([F:31])=[CH:27][CH:26]=4)[O:24][C:20]=3[CH:19]=2)[S:14]([CH3:17])(=[O:16])=[O:15])=[CH:8][C:7]=1[F:41].[BrH:42]. The catalyst is C(#N)C.CCOC(C)=O.O.[Cu]Br. The product is [Br:42][C:6]1[C:11]([F:12])=[CH:10][C:9]([N:13]([C:18]2[C:37]([CH:38]3[CH2:40][CH2:39]3)=[CH:36][C:21]3[C:22]([C:32]([NH:34][CH3:35])=[O:33])=[C:23]([C:25]4[CH:30]=[CH:29][C:28]([F:31])=[CH:27][CH:26]=4)[O:24][C:20]=3[CH:19]=2)[S:14]([CH3:17])(=[O:16])=[O:15])=[CH:8][C:7]=1[F:41]. The yield is 0.360. (4) The reactants are ClC[CH2:3][CH2:4][CH2:5][C:6]1[CH:11]=[CH:10][C:9]([C:12]([C:14]2[N:22]3[C:17]([CH:18]=[C:19]([C:23]([O:25][CH:26]([CH3:28])[CH3:27])=[O:24])[CH:20]=[CH:21]3)=[CH:16][C:15]=2[CH2:29][CH3:30])=[O:13])=[CH:8][CH:7]=1.[C:31]([NH2:35])([CH3:34])([CH3:33])[CH3:32].CCOC(C)=O.CCOCC. The catalyst is CC#N. The product is [C:31]([NH:35][CH2:3][CH2:4][CH2:5][C:6]1[CH:7]=[CH:8][C:9]([C:12]([C:14]2[N:22]3[C:17]([CH:18]=[C:19]([C:23]([O:25][CH:26]([CH3:28])[CH3:27])=[O:24])[CH:20]=[CH:21]3)=[CH:16][C:15]=2[CH2:29][CH3:30])=[O:13])=[CH:10][CH:11]=1)([CH3:34])([CH3:33])[CH3:32]. The yield is 0.700. (5) The reactants are Cl[S:2]([C:5]1[C:9]2[C:10]([N:14]3[CH2:19][CH2:18][N:17]([C:20]([O:22][C:23]([CH3:26])([CH3:25])[CH3:24])=[O:21])[CH2:16][CH2:15]3)=[N:11][CH:12]=[CH:13][C:8]=2[S:7][CH:6]=1)(=[O:4])=[O:3].[CH2:27]([C:29]1[CH:30]=[C:31]([CH:33]=[CH:34][CH:35]=1)[NH2:32])[CH3:28]. No catalyst specified. The product is [C:23]([O:22][C:20]([N:17]1[CH2:18][CH2:19][N:14]([C:10]2[C:9]3[C:5]([S:2]([NH:32][C:31]4[CH:33]=[CH:34][CH:35]=[C:29]([CH2:27][CH3:28])[CH:30]=4)(=[O:4])=[O:3])=[CH:6][S:7][C:8]=3[CH:13]=[CH:12][N:11]=2)[CH2:15][CH2:16]1)=[O:21])([CH3:26])([CH3:25])[CH3:24]. The yield is 0.760. (6) The reactants are [OH-].[K+].[Br:3][C:4]1[CH:5]=[CH:6][C:7]2[NH:8][C:9]3[C:14]([C:15]=2[CH:16]=1)=[CH:13][C:12]([Br:17])=[CH:11][CH:10]=3.[Br:18][CH2:19][CH2:20][CH2:21]Br. The catalyst is CN(C=O)C.CCOC(C)=O. The product is [Br:17][C:12]1[CH:11]=[CH:10][C:9]2[N:8]([CH2:21][CH2:20][CH2:19][Br:18])[C:7]3[C:15]([C:14]=2[CH:13]=1)=[CH:16][C:4]([Br:3])=[CH:5][CH:6]=3. The yield is 0.286. (7) The reactants are Cl.[C:2]1([C@@H:14]2[CH2:18][CH2:17][C@H:16]([NH2:19])[CH2:15]2)[N:6]2[C:7]3[CH:13]=[CH:12][NH:11][C:8]=3[N:9]=[CH:10][C:5]2=[N:4][N:3]=1.[CH:20]1([S:23](Cl)(=[O:25])=[O:24])[CH2:22][CH2:21]1. The catalyst is CN(C=O)C.O. The product is [C:2]1([C@@H:14]2[CH2:18][CH2:17][C@H:16]([NH:19][S:23]([CH:20]3[CH2:22][CH2:21]3)(=[O:25])=[O:24])[CH2:15]2)[N:6]2[C:7]3[CH:13]=[CH:12][NH:11][C:8]=3[N:9]=[CH:10][C:5]2=[N:4][N:3]=1. The yield is 0.640. (8) The yield is 0.360. The reactants are [Li+].CC([N-]C(C)C)C.C(NC(C)C)(C)C.[Li]CCCC.[CH3:21][N:22]1[CH:26]=[CH:25][C:24]([CH3:27])=[N:23]1.CN1C(C)=CC=N1.[CH2:35]([Sn:39](Cl)([CH2:44][CH2:45][CH2:46][CH3:47])[CH2:40][CH2:41][CH2:42][CH3:43])[CH2:36][CH2:37][CH3:38]. The product is [CH3:21][N:22]1[C:26]([Sn:39]([CH2:40][CH2:41][CH2:42][CH3:43])([CH2:44][CH2:45][CH2:46][CH3:47])[CH2:35][CH2:36][CH2:37][CH3:38])=[CH:25][C:24]([CH3:27])=[N:23]1. The catalyst is C1COCC1.O.